This data is from Full USPTO retrosynthesis dataset with 1.9M reactions from patents (1976-2016). The task is: Predict the reactants needed to synthesize the given product. (1) Given the product [Cl:18][C:19]1[C:25]([O:26][CH3:27])=[CH:24][CH:23]=[C:22]([Cl:28])[C:20]=1[NH:21][C:4](=[O:6])[C:3]1[CH:7]=[C:8]([C:11]2[CH:16]=[CH:15][CH:14]=[C:13]([F:17])[CH:12]=2)[CH:9]=[CH:10][C:2]=1[F:1], predict the reactants needed to synthesize it. The reactants are: [F:1][C:2]1[CH:10]=[CH:9][C:8]([C:11]2[CH:16]=[CH:15][CH:14]=[C:13]([F:17])[CH:12]=2)=[CH:7][C:3]=1[C:4]([OH:6])=O.[Cl:18][C:19]1[C:25]([O:26][CH3:27])=[CH:24][CH:23]=[C:22]([Cl:28])[C:20]=1[NH2:21].[H-].[Na+]. (2) Given the product [Cl:1][C:2]1[CH:3]=[CH:4][C:5]([C:9]2[N:13]([CH2:14][CH:15]3[CH2:16][CH2:17][CH2:18][CH2:19][CH2:20]3)[C:12]3[CH:21]=[C:22]([F:26])[C:23]([F:25])=[CH:24][C:11]=3[N:10]=2)=[C:6]([O:8][CH2:28][CH:29]2[CH2:33][CH2:32][CH2:31][CH2:30]2)[CH:7]=1, predict the reactants needed to synthesize it. The reactants are: [Cl:1][C:2]1[CH:3]=[CH:4][C:5]([C:9]2[N:13]([CH2:14][CH:15]3[CH2:20][CH2:19][CH2:18][CH2:17][CH2:16]3)[C:12]3[CH:21]=[C:22]([F:26])[C:23]([F:25])=[CH:24][C:11]=3[N:10]=2)=[C:6]([OH:8])[CH:7]=1.Br[CH2:28][CH:29]1[CH2:33][CH2:32][CH2:31][CH2:30]1. (3) Given the product [CH2:1]([O:5][C:6]([C:8]1[N:13]=[C:12]([C:14]2[CH:15]=[CH:16][CH:17]=[CH:18][CH:19]=2)[C:11]2[C:20]([CH2:23][N:32]3[C:40]4[C:35](=[CH:36][CH:37]=[CH:38][CH:39]=4)[CH:34]=[CH:33]3)=[N:21][S:22][C:10]=2[C:9]=1[OH:25])=[O:7])[CH2:2][CH2:3][CH3:4], predict the reactants needed to synthesize it. The reactants are: [CH2:1]([O:5][C:6]([C:8]1[N:13]=[C:12]([C:14]2[CH:19]=[CH:18][CH:17]=[CH:16][CH:15]=2)[C:11]2[C:20]([CH2:23]Br)=[N:21][S:22][C:10]=2[C:9]=1[O:25]C(=O)C(C)(C)C)=[O:7])[CH2:2][CH2:3][CH3:4].[NH:32]1[C:40]2[C:35](=[CH:36][CH:37]=[CH:38][CH:39]=2)[CH:34]=[CH:33]1.[H-].[Na+].O. (4) Given the product [CH3:3][C:4]1[C:13]2[C:8](=[C:9]([C:19](=[O:21])[CH:20]=[CH:28][C:27]3[CH:26]=[C:25]([O:24][CH3:23])[C:32]([O:33][CH3:34])=[C:31]([O:35][CH3:36])[CH:30]=3)[C:10]([O:14][CH2:15][C:16]([CH3:17])=[CH2:37])=[CH:11][CH:12]=2)[O:7][C:6](=[O:22])[CH:5]=1, predict the reactants needed to synthesize it. The reactants are: [OH-].[K+].[CH3:3][C:4]1[C:13]2[C:8](=[C:9]([C:19](=[O:21])[CH3:20])[C:10]([O:14][CH2:15][CH:16]=[CH:17]C)=[CH:11][CH:12]=2)[O:7][C:6](=[O:22])[CH:5]=1.[CH3:23][O:24][C:25]1[CH:26]=[C:27]([CH:30]=[C:31]([O:35][CH3:36])[C:32]=1[O:33][CH3:34])[CH:28]=O.[CH2:37](O)C. (5) Given the product [F:13][C:8]1[CH:7]=[N:6][CH:5]=[C:4]([F:3])[C:9]=1[C:10]1([C:11]#[N:12])[CH2:16][CH2:15]1, predict the reactants needed to synthesize it. The reactants are: [H-].[Na+].[F:3][C:4]1[CH:5]=[N:6][CH:7]=[C:8]([F:13])[C:9]=1[CH2:10][C:11]#[N:12].Br[CH2:15][CH2:16]Br. (6) Given the product [C:19]([C:22]1[CH:23]=[CH:24][C:25]([S:28]([NH:8][C:7]2[CH:9]=[CH:10][C:4]([O:3][C:2]([F:11])([F:12])[F:1])=[CH:5][CH:6]=2)(=[O:30])=[O:29])=[CH:26][CH:27]=1)(=[O:21])[CH3:20], predict the reactants needed to synthesize it. The reactants are: [F:1][C:2]([F:12])([F:11])[O:3][C:4]1[CH:10]=[CH:9][C:7]([NH2:8])=[CH:6][CH:5]=1.N1C=CC=CC=1.[C:19]([C:22]1[CH:27]=[CH:26][C:25]([S:28](Cl)(=[O:30])=[O:29])=[CH:24][CH:23]=1)(=[O:21])[CH3:20]. (7) Given the product [CH3:12][O:11][C:7]1[C:6]2[C:2]([C:27]3[CH:32]=[CH:31][C:30]([S:33]([NH2:36])(=[O:35])=[O:34])=[CH:29][CH:28]=3)=[CH:3][N:4]([CH:13]3[CH2:18][CH2:17][O:16][CH2:15][CH2:14]3)[C:5]=2[CH:10]=[CH:9][N:8]=1, predict the reactants needed to synthesize it. The reactants are: I[C:2]1[C:6]2[C:7]([O:11][CH3:12])=[N:8][CH:9]=[CH:10][C:5]=2[N:4]([CH:13]2[CH2:18][CH2:17][O:16][CH2:15][CH2:14]2)[CH:3]=1.CC1(C)C(C)(C)OB([C:27]2[CH:32]=[CH:31][C:30]([S:33]([NH2:36])(=[O:35])=[O:34])=[CH:29][CH:28]=2)O1.C(=O)([O-])[O-].[K+].[K+].